From a dataset of NCI-60 drug combinations with 297,098 pairs across 59 cell lines. Regression. Given two drug SMILES strings and cell line genomic features, predict the synergy score measuring deviation from expected non-interaction effect. (1) Drug 1: CS(=O)(=O)C1=CC(=C(C=C1)C(=O)NC2=CC(=C(C=C2)Cl)C3=CC=CC=N3)Cl. Drug 2: COC1=NC(=NC2=C1N=CN2C3C(C(C(O3)CO)O)O)N. Cell line: LOX IMVI. Synergy scores: CSS=29.2, Synergy_ZIP=9.86, Synergy_Bliss=10.9, Synergy_Loewe=5.16, Synergy_HSA=9.28. (2) Drug 1: CC12CCC3C(C1CCC2=O)CC(=C)C4=CC(=O)C=CC34C. Drug 2: C1C(C(OC1N2C=NC3=C(N=C(N=C32)Cl)N)CO)O. Cell line: CAKI-1. Synergy scores: CSS=18.8, Synergy_ZIP=-5.21, Synergy_Bliss=-6.00, Synergy_Loewe=-13.7, Synergy_HSA=-5.21.